This data is from Full USPTO retrosynthesis dataset with 1.9M reactions from patents (1976-2016). The task is: Predict the reactants needed to synthesize the given product. (1) Given the product [Cl:19][C:17]1[CH:16]=[CH:15][C:14]2[N:8]([CH2:7][C:6]([CH3:43])([CH3:44])[CH2:5][OH:4])[C:9](=[O:42])[C@@H:10]([CH2:30][C:31]3[S:32][C:33]([CH2:36][C:37]([OH:39])=[O:38])=[CH:34][N:35]=3)[O:11][C@H:12]([C:20]3[CH:25]=[CH:24][CH:23]=[C:22]([O:26][CH3:27])[C:21]=3[O:28][CH3:29])[C:13]=2[CH:18]=1, predict the reactants needed to synthesize it. The reactants are: C([O:4][CH2:5][C:6]([CH3:44])([CH3:43])[CH2:7][N:8]1[C:14]2[CH:15]=[CH:16][C:17]([Cl:19])=[CH:18][C:13]=2[C@@H:12]([C:20]2[CH:25]=[CH:24][CH:23]=[C:22]([O:26][CH3:27])[C:21]=2[O:28][CH3:29])[O:11][C@H:10]([CH2:30][C:31]2[S:32][C:33]([CH2:36][C:37]([O:39]CC)=[O:38])=[CH:34][N:35]=2)[C:9]1=[O:42])(=O)C.[OH-].[Na+].C(O)C. (2) Given the product [Br:1][C:2]1[CH:7]=[C:6]([C:8]([OH:16])([CH3:10])[CH2:9][OH:28])[C:5]([F:11])=[CH:4][N:3]=1, predict the reactants needed to synthesize it. The reactants are: [Br:1][C:2]1[CH:7]=[C:6]([C:8]([CH3:10])=[CH2:9])[C:5]([F:11])=[CH:4][N:3]=1.C[N+]1([O-])CC[O:16]CC1.S(S([O-])=O)([O-])=O.[Na+].[Na+].[OH2:28]. (3) The reactants are: [C:1]1(=[O:7])[CH2:6][CH2:5][CH2:4][CH:3]=[CH:2]1.C1(B(O)O)C=CC=CC=1.[C:17]1([CH3:23])[CH:22]=[CH:21][CH:20]=[CH:19][CH:18]=1.CO. Given the product [C:17]1([CH:23]2[CH2:5][CH2:4][CH2:3][CH2:2][C:1](=[O:7])[CH2:6]2)[CH:22]=[CH:21][CH:20]=[CH:19][CH:18]=1, predict the reactants needed to synthesize it. (4) Given the product [F:1][C:2]1[CH:12]=[CH:11][C:5]2[N:6]([CH:17]=[C:18]([C:19]([O:21][CH2:22][CH3:23])=[O:20])[C:24]([O:26][CH2:27][CH3:28])=[O:25])[C@@H:7]([CH3:10])[CH2:8][O:9][C:4]=2[C:3]=1[F:13], predict the reactants needed to synthesize it. The reactants are: [F:1][C:2]1[CH:12]=[CH:11][C:5]2[NH:6][C@@H:7]([CH3:10])[CH2:8][O:9][C:4]=2[C:3]=1[F:13].C(O[CH:17]=[C:18]([C:24]([O:26][CH2:27][CH3:28])=[O:25])[C:19]([O:21][CH2:22][CH3:23])=[O:20])C.